Dataset: Forward reaction prediction with 1.9M reactions from USPTO patents (1976-2016). Task: Predict the product of the given reaction. (1) Given the reactants [CH3:1][O:2][C:3]([C:5]1([N:17]=C(C2C=CC=CC=2)C2C=CC=CC=2)[CH2:9][CH2:8][N:7]([CH2:10][C:11]2[CH:16]=[CH:15][CH:14]=[CH:13][CH:12]=2)[CH2:6]1)=[O:4].Cl, predict the reaction product. The product is: [NH2:17][C:5]1([C:3]([O:2][CH3:1])=[O:4])[CH2:9][CH2:8][N:7]([CH2:10][C:11]2[CH:16]=[CH:15][CH:14]=[CH:13][CH:12]=2)[CH2:6]1. (2) Given the reactants [CH3:1][NH2:2].[CH3:3][O:4][C:5]1[CH:21]=[CH:20][C:8]([CH2:9][O:10][C:11]2[CH:18]=[CH:17][C:14]([CH:15]=O)=[CH:13][C:12]=2[Br:19])=[CH:7][CH:6]=1.[BH4-].[Na+], predict the reaction product. The product is: [CH3:3][O:4][C:5]1[CH:21]=[CH:20][C:8]([CH2:9][O:10][C:11]2[CH:18]=[CH:17][C:14]([CH2:15][NH:2][CH3:1])=[CH:13][C:12]=2[Br:19])=[CH:7][CH:6]=1. (3) Given the reactants [OH:1][C:2]1[C:7]([N+:8]([O-:10])=[O:9])=[CH:6][C:5]([C:11]([F:14])([F:13])[F:12])=[CH:4][N:3]=1.Cl[CH2:16][C:17]1[CH:26]=[CH:25][C:20]([C:21]([O:23][CH3:24])=[O:22])=[CH:19][CH:18]=1, predict the reaction product. The product is: [N+:8]([C:7]1[C:2]([O:1][CH2:16][C:17]2[CH:26]=[CH:25][C:20]([C:21]([O:23][CH3:24])=[O:22])=[CH:19][CH:18]=2)=[N:3][CH:4]=[C:5]([C:11]([F:12])([F:14])[F:13])[CH:6]=1)([O-:10])=[O:9]. (4) Given the reactants [NH2:1][C:2]1[CH:7]=[CH:6][C:5]([C:8]2[C:16]3[C:11](=[CH:12][C:13]([F:17])=[CH:14][CH:15]=3)[N:10]([S:18]([C:21]3[CH:26]=[CH:25][CH:24]=[CH:23][CH:22]=3)(=[O:20])=[O:19])[CH:9]=2)=[CH:4][C:3]=1[NH:27][C:28](=O)[CH2:29][N:30]([CH3:38])[C:31](=[O:37])[O:32][C:33]([CH3:36])([CH3:35])[CH3:34].NC1C=C(C2C3C(=CC(F)=CC=3)N(S(C3C=CC=CC=3)(=O)=O)C=2)C=CC=1NC(=O)CN(C)C(=O)OC(C)(C)C.C([O-])([O-])=O.[Na+].[Na+], predict the reaction product. The product is: [C:33]([O:32][C:31](=[O:37])[N:30]([CH2:29][C:28]1[NH:1][C:2]2[CH:7]=[CH:6][C:5]([C:8]3[C:16]4[C:11](=[CH:12][C:13]([F:17])=[CH:14][CH:15]=4)[N:10]([S:18]([C:21]4[CH:22]=[CH:23][CH:24]=[CH:25][CH:26]=4)(=[O:19])=[O:20])[CH:9]=3)=[CH:4][C:3]=2[N:27]=1)[CH3:38])([CH3:36])([CH3:34])[CH3:35]. (5) Given the reactants [Cl:1][C:2]1[N:3]=[C:4]2[CH:12]=[C:11]([Cl:13])[CH:10]=[N:9][C:5]2=[N:6][C:7]=1Cl.[CH3:14][C@H:15]1[CH2:20][NH:19][CH2:18][CH2:17][N:16]1[C:21]([O:23][C:24]([CH3:27])([CH3:26])[CH3:25])=[O:22].[NH4+].[Cl-], predict the reaction product. The product is: [Cl:1][C:2]1[N:3]=[C:4]2[CH:12]=[C:11]([Cl:13])[CH:10]=[N:9][C:5]2=[N:6][C:7]=1[N:19]1[CH2:18][CH2:17][N:16]([C:21]([O:23][C:24]([CH3:27])([CH3:26])[CH3:25])=[O:22])[C@@H:15]([CH3:14])[CH2:20]1. (6) The product is: [C:27]([O:31][C:32](=[O:35])[CH2:33][CH:24]([C:25]#[N:26])[C:21]1[CH:22]=[CH:23][C:18]([F:17])=[CH:19][CH:20]=1)([CH3:30])([CH3:29])[CH3:28]. Given the reactants C([N-]C(C)C)(C)C.[Li+].C(C1C=CC=CC=1)C.[F:17][C:18]1[CH:23]=[CH:22][C:21]([CH2:24][C:25]#[N:26])=[CH:20][CH:19]=1.[C:27]([O:31][C:32](=[O:35])[CH2:33]Br)([CH3:30])([CH3:29])[CH3:28], predict the reaction product.